This data is from Ames mutagenicity test results for genotoxicity prediction. The task is: Regression/Classification. Given a drug SMILES string, predict its toxicity properties. Task type varies by dataset: regression for continuous values (e.g., LD50, hERG inhibition percentage) or binary classification for toxic/non-toxic outcomes (e.g., AMES mutagenicity, cardiotoxicity, hepatotoxicity). Dataset: ames. (1) The molecule is COc1ccc2c(c1)C(=O)c1c(OC)c(OC)cc3ccnc-2c13. The result is 1 (mutagenic). (2) The drug is COP(=S)(OC)Oc1nc(Cl)c(Cl)cc1Cl. The result is 0 (non-mutagenic). (3) The compound is O=S(=O)(Nc1cccc(Cl)c1)c1cccc2cccnc12. The result is 0 (non-mutagenic). (4) The drug is O=C(OCC1CO1)c1cccc(C(=O)OCC2CO2)c1. The result is 1 (mutagenic). (5) The drug is Nc1c(Cl)c(Cl)nc(C(=O)O)c1Cl. The result is 0 (non-mutagenic). (6) The compound is CC(=O)N(C)c1ccc(N=Nc2ccc(N(C)C(C)=O)cc2)cc1. The result is 0 (non-mutagenic). (7) The compound is O=c1[nH]c(=O)n(C2CC(O)C(CO)O2)cc1COO. The result is 1 (mutagenic). (8) The compound is O=C1CCC(N2C(=O)c3ccccc3C2=O)C(=O)N1. The result is 0 (non-mutagenic).